Dataset: Catalyst prediction with 721,799 reactions and 888 catalyst types from USPTO. Task: Predict which catalyst facilitates the given reaction. (1) Reactant: [C:1]1([C:7]2[N:8]=[N:9][CH:10]=[C:11]([C:17]3[CH:22]=[CH:21][CH:20]=[CH:19][CH:18]=3)[C:12]=2[C:13]([O:15]C)=[O:14])[CH:6]=[CH:5][CH:4]=[CH:3][CH:2]=1.[CH3:23]O.[OH-].[K+]. Product: [CH3:23][C:10]1[N:9]=[N:8][C:7]([C:1]2[CH:6]=[CH:5][CH:4]=[CH:3][CH:2]=2)=[C:12]([C:13]([OH:15])=[O:14])[C:11]=1[C:17]1[CH:22]=[CH:21][CH:20]=[CH:19][CH:18]=1. The catalyst class is: 6. (2) Reactant: [O:1]=[C:2]1[CH2:7][NH:6][CH2:5][CH2:4][N:3]1[CH:8]1[CH2:17][C:16]2[CH:15]=[C:14]([C:18]#[N:19])[CH:13]=[CH:12][C:11]=2[CH2:10][CH2:9]1.[O:20]=[C:21]1[C:25]2[CH:26]=[CH:27][C:28]([CH2:30][CH:31]=O)=[CH:29][C:24]=2[CH2:23][O:22]1.[BH-](OC(C)=O)(OC(C)=O)OC(C)=O.[Na+]. Product: [O:1]=[C:2]1[CH2:7][N:6]([CH2:31][CH2:30][C:28]2[CH:27]=[CH:26][C:25]3[C:21](=[O:20])[O:22][CH2:23][C:24]=3[CH:29]=2)[CH2:5][CH2:4][N:3]1[CH:8]1[CH2:17][C:16]2[CH:15]=[C:14]([C:18]#[N:19])[CH:13]=[CH:12][C:11]=2[CH2:10][CH2:9]1. The catalyst class is: 2.